This data is from Full USPTO retrosynthesis dataset with 1.9M reactions from patents (1976-2016). The task is: Predict the reactants needed to synthesize the given product. (1) Given the product [C:1]([O-:6])(=[O:5])[C:2]([O-:4])=[O:3].[NH2:14][C:13]([NH2:15])=[NH2+:12].[NH2:22][C:21]([NH2:23])=[NH2+:20], predict the reactants needed to synthesize it. The reactants are: [C:1]([OH:6])(=[O:5])[C:2]([OH:4])=[O:3].C(=O)(O)O.N[NH:12][C:13]([NH2:15])=[NH:14].C(=O)(O)O.[NH2:20][C:21]([NH2:23])=[NH:22]. (2) Given the product [O:21]1[C:25]2[CH:26]=[CH:27][C:28](/[C:30](=[CH:13]/[C:12]3[CH:15]=[C:16]([O:17][CH3:18])[C:9]([O:8][CH2:7][CH2:6][CH2:5][CH2:4][CH2:3][CH2:2][OH:1])=[C:10]([O:19][CH3:20])[CH:11]=3)/[C:31]#[N:32])=[CH:29][C:24]=2[O:23][CH2:22]1, predict the reactants needed to synthesize it. The reactants are: [OH:1][CH2:2][CH2:3][CH2:4][CH2:5][CH2:6][CH2:7][O:8][C:9]1[C:16]([O:17][CH3:18])=[CH:15][C:12]([CH:13]=O)=[CH:11][C:10]=1[O:19][CH3:20].[O:21]1[C:25]2[CH:26]=[CH:27][C:28]([CH2:30][C:31]#[N:32])=[CH:29][C:24]=2[O:23][CH2:22]1.